This data is from Full USPTO retrosynthesis dataset with 1.9M reactions from patents (1976-2016). The task is: Predict the reactants needed to synthesize the given product. (1) Given the product [C:23]([O:22][C:20](=[O:21])[CH2:19][O:15][CH2:14][CH:11]1[CH2:12][CH2:13][N:8]([C:1]([O:3][C:4]([CH3:7])([CH3:6])[CH3:5])=[O:2])[CH2:9][CH2:10]1)([CH3:26])([CH3:25])[CH3:24], predict the reactants needed to synthesize it. The reactants are: [C:1]([N:8]1[CH2:13][CH2:12][CH:11]([CH2:14][OH:15])[CH2:10][CH2:9]1)([O:3][C:4]([CH3:7])([CH3:6])[CH3:5])=[O:2].[OH-].[Na+].Br[CH2:19][C:20]([O:22][C:23]([CH3:26])([CH3:25])[CH3:24])=[O:21]. (2) Given the product [Cl:5][CH2:4][CH2:3][CH2:2][O:8][C:9]1[CH:10]=[C:11]([CH:14]=[CH:15][CH:16]=1)[C:12]#[N:13], predict the reactants needed to synthesize it. The reactants are: Br[CH2:2][CH2:3][CH2:4][Cl:5].[H-].[Na+].[OH:8][C:9]1[CH:10]=[C:11]([CH:14]=[CH:15][CH:16]=1)[C:12]#[N:13]. (3) Given the product [CH3:12][N:13]([CH3:14])[C:2]1[S:6][C:5]([C:7]([O:9][CH2:10][CH3:11])=[O:8])=[CH:4][CH:3]=1, predict the reactants needed to synthesize it. The reactants are: Br[C:2]1[S:6][C:5]([C:7]([O:9][CH2:10][CH3:11])=[O:8])=[CH:4][CH:3]=1.[CH3:12][N:13](C=O)[CH3:14]. (4) Given the product [CH3:31][C:18]1([N:15]2[CH2:16][CH2:17][CH:12]([N:3]3[C@@H:4]4[C@H:9]([CH2:8][CH2:7][CH2:6][CH2:5]4)[CH2:10][NH:11][C:2]3=[O:1])[CH2:13][CH2:14]2)[CH2:23][CH2:22][NH:21][CH2:20][CH2:19]1, predict the reactants needed to synthesize it. The reactants are: [O:1]=[C:2]1[NH:11][CH2:10][C@@H:9]2[C@H:4]([CH2:5][CH2:6][CH2:7][CH2:8]2)[N:3]1[CH:12]1[CH2:17][CH2:16][N:15]([C:18]2([CH3:31])[CH2:23][CH2:22][N:21](C(OC(C)(C)C)=O)[CH2:20][CH2:19]2)[CH2:14][CH2:13]1.O1CCOCC1. (5) Given the product [O:23]1[CH2:27][CH2:26][CH2:25][CH:24]1[C:28]([O:22][CH2:21][CH2:20][CH2:19][CH2:18][CH2:17][CH2:16][CH2:15][CH2:14][Cl:13])=[O:29], predict the reactants needed to synthesize it. The reactants are: Cl.CN(C)CCCN=C=NCC.[Cl:13][CH2:14][CH2:15][CH2:16][CH2:17][CH2:18][CH2:19][CH2:20][CH2:21][OH:22].[O:23]1[CH2:27][CH2:26][CH2:25][CH:24]1[C:28](O)=[O:29].O. (6) Given the product [OH:1][C@H:2]1[CH2:6][CH2:5][CH2:4][C@@H:3]1[NH:7][C:8]1[C:13]([C:14]([NH2:16])=[O:15])=[CH:12][N:11]=[C:10]([S:19]([CH3:27])(=[O:24])=[O:20])[N:9]=1, predict the reactants needed to synthesize it. The reactants are: [OH:1][C@H:2]1[CH2:6][CH2:5][CH2:4][C@@H:3]1[NH:7][C:8]1[C:13]([C:14]([NH2:16])=[O:15])=[CH:12][N:11]=[C:10](SC)[N:9]=1.[S:19]([O-:24])(O[O-])(=O)=[O:20].[K+].[K+].[CH3:27]C(C)=O. (7) Given the product [CH3:18][C:4]1([C:7]([O:9][CH3:10])=[O:8])[CH2:3][CH2:2][N:1]([C:11]([O:13][C:14]([CH3:17])([CH3:16])[CH3:15])=[O:12])[CH2:6][CH2:5]1, predict the reactants needed to synthesize it. The reactants are: [N:1]1([C:11]([O:13][C:14]([CH3:17])([CH3:16])[CH3:15])=[O:12])[CH2:6][CH2:5][CH:4]([C:7]([O:9][CH3:10])=[O:8])[CH2:3][CH2:2]1.[CH:18](NC(C)C)(C)C.[Li].IC.